This data is from Reaction yield outcomes from USPTO patents with 853,638 reactions. The task is: Predict the reaction yield, written as a fraction of the theoretical maximum amount of product (1.0 means a 100% yield; for example, 0.34 means a 34% yield). (1) The reactants are [CH3:1][C@@:2]12[C:21](=[O:22])[CH2:20][CH2:19][C@H:3]1[C@H:4]1[C@H:9]([CH2:10][CH2:11]2)[C@:8]([CH2:13][CH2:14][C:15](O)=[O:16])([CH3:12])[C:7](=O)[CH2:6][CH2:5]1.[CH3:23][NH2:24]. No catalyst specified. The product is [CH3:23][N:24]1[C:7]2[C@@:8]([CH3:12])([C@H:9]3[CH2:10][CH2:11][C@@:2]4([CH3:1])[C@@H:3]([CH2:19][CH2:20][C:21]4=[O:22])[C@@H:4]3[CH2:5][CH:6]=2)[CH2:13][CH2:14][C:15]1=[O:16]. The yield is 0.730. (2) The reactants are CC(C1C=C(C(C)C)C(C2C(P(C3CCCCC3)C3CCCCC3)=C(OC)C=CC=2OC)=C(C(C)C)C=1)C.CC([O-])(C)C.[Na+].Cl[C:46]1[N:47]=[CH:48][CH:49]=[C:50]2[CH:54]=[CH:53][N:52]([CH3:55])[C:51]=12.[NH2:56][C@@H:57]1[CH2:62][CH2:61][CH2:60][N:59]([C:63]([O:65][C:66]([CH3:69])([CH3:68])[CH3:67])=[O:64])[CH2:58]1. The catalyst is C1(C)C=CC=CC=1.C1C=CC(/C=C/C(/C=C/C2C=CC=CC=2)=O)=CC=1.C1C=CC(/C=C/C(/C=C/C2C=CC=CC=2)=O)=CC=1.C1C=CC(/C=C/C(/C=C/C2C=CC=CC=2)=O)=CC=1.[Pd].[Pd].O. The product is [CH3:55][N:52]1[C:51]2=[C:46]([NH:56][C@@H:57]3[CH2:62][CH2:61][CH2:60][N:59]([C:63]([O:65][C:66]([CH3:69])([CH3:68])[CH3:67])=[O:64])[CH2:58]3)[N:47]=[CH:48][CH:49]=[C:50]2[CH:54]=[CH:53]1. The yield is 0.940. (3) The reactants are [CH2:1]([O:3][C:4]([C:6]1[N:7]=CS[CH:10]=1)=O)[CH3:2].[F:11][C:12]1[CH:17]=[CH:16]C(C2N=C(C)OC=2C(=S)N)=[CH:14][CH:13]=1.BrCC(=O)C([O-])=O.[CH2:34]([O:36][C:37](C1N=C(C2OC(C)=NC=2C2C=CC(F)=CC=2)SC=1)=[O:38])C.CC(N)C. The catalyst is CCO. The product is [CH3:34][O:36][C:37]([C:4]1[O:3][C:1]([CH3:2])=[N:7][C:6]=1[C:10]1[CH:14]=[CH:13][C:12]([F:11])=[CH:17][CH:16]=1)=[O:38]. The yield is 0.640. (4) The reactants are [CH2:1]([O:8][C:9]1[CH:16]=[C:15](F)[CH:14]=[CH:13][C:10]=1[C:11]#[N:12])[C:2]1[CH:7]=[CH:6][CH:5]=[CH:4][CH:3]=1.O.[NH2:19][NH2:20]. The catalyst is C(O)C. The product is [CH2:1]([O:8][C:9]1[CH:16]=[C:15]([NH:19][NH2:20])[CH:14]=[CH:13][C:10]=1[C:11]#[N:12])[C:2]1[CH:7]=[CH:6][CH:5]=[CH:4][CH:3]=1. The yield is 0.750. (5) The reactants are [ClH:1].C(O[C:5](=[NH:14])[C:6]1[CH:11]=[CH:10][C:9]([Br:12])=[CH:8][C:7]=1[F:13])C.[NH3:15]. No catalyst specified. The product is [ClH:1].[Br:12][C:9]1[CH:10]=[CH:11][C:6]([C:5]([NH2:14])=[NH:15])=[C:7]([F:13])[CH:8]=1. The yield is 1.00. (6) The reactants are [F:1][C:2]1[CH:7]=CC(C=O)=[CH:4][N:3]=1.O1[CH2:14][CH2:13][CH2:12][CH2:11]1.C[Mg][Br:17].CS(Cl)(=O)=O. The yield is 0.860. No catalyst specified. The product is [Br:17][CH:12]([C:13]1[CH:14]=[CH:7][C:2]([F:1])=[N:3][CH:4]=1)[CH3:11].